This data is from Peptide-MHC class I binding affinity with 185,985 pairs from IEDB/IMGT. The task is: Regression. Given a peptide amino acid sequence and an MHC pseudo amino acid sequence, predict their binding affinity value. This is MHC class I binding data. (1) The peptide sequence is EFIYWDWLY. The MHC is HLA-B07:02 with pseudo-sequence HLA-B07:02. The binding affinity (normalized) is 0.0847. (2) The MHC is HLA-B15:42 with pseudo-sequence HLA-B15:42. The peptide sequence is RFFKHFMSL. The binding affinity (normalized) is 0.213. (3) The peptide sequence is ERNPYENIL. The MHC is HLA-B15:01 with pseudo-sequence HLA-B15:01. The binding affinity (normalized) is 0.0847. (4) The peptide sequence is SFSLESDSIK. The MHC is H-2-Dd with pseudo-sequence H-2-Dd. The binding affinity (normalized) is 0. (5) The peptide sequence is PPQATAKYL. The MHC is HLA-A69:01 with pseudo-sequence HLA-A69:01. The binding affinity (normalized) is 0.0847. (6) The peptide sequence is FSYDLRLNK. The MHC is HLA-A31:01 with pseudo-sequence HLA-A31:01. The binding affinity (normalized) is 0.433. (7) The MHC is HLA-B45:01 with pseudo-sequence HLA-B45:01. The binding affinity (normalized) is 0. The peptide sequence is YEPEDLGNCL. (8) The peptide sequence is ERYFRINSL. The MHC is HLA-A26:01 with pseudo-sequence HLA-A26:01. The binding affinity (normalized) is 0.